This data is from Full USPTO retrosynthesis dataset with 1.9M reactions from patents (1976-2016). The task is: Predict the reactants needed to synthesize the given product. (1) Given the product [F:46][C:47]([F:52])([F:51])[C:48]([OH:50])=[O:49].[CH2:30]([O:29][C:27](=[O:28])[CH2:26][N:7]1[C:8](=[O:16])[C:9]2[N:10]([CH2:11][CH:12]=[C:13]([CH3:15])[CH3:14])[C:2]([N:39]3[CH2:45][CH2:44][CH2:43][NH:42][CH2:41][CH2:40]3)=[N:3][C:4]=2[N:5]([CH3:18])[C:6]1=[O:17])[CH3:31], predict the reactants needed to synthesize it. The reactants are: Cl[C:2]1[N:10]([CH2:11][CH:12]=[C:13]([CH3:15])[CH3:14])[C:9]2[C:8](=[O:16])[NH:7][C:6](=[O:17])[N:5]([CH3:18])[C:4]=2[N:3]=1.C(=O)([O-])[O-].[K+].[K+].I[CH2:26][C:27]([O:29][CH2:30][CH3:31])=[O:28].C(OC([N:39]1[CH2:45][CH2:44][CH2:43][NH:42][CH2:41][CH2:40]1)=O)(C)(C)C.[F:46][C:47]([F:52])([F:51])[C:48]([OH:50])=[O:49]. (2) Given the product [CH:17]1([N:13]2[CH2:14][CH2:15][CH2:16][N:10]([C:8]([C:5]3[CH:4]=[CH:3][C:2]([O:35][C:31]4[CH:30]=[C:29]([CH:34]=[CH:33][CH:32]=4)[C:27]#[N:28])=[N:7][CH:6]=3)=[O:9])[CH2:11][CH2:12]2)[CH2:20][CH2:19][CH2:18]1, predict the reactants needed to synthesize it. The reactants are: Cl[C:2]1[N:7]=[CH:6][C:5]([C:8]([N:10]2[CH2:16][CH2:15][CH2:14][N:13]([CH:17]3[CH2:20][CH2:19][CH2:18]3)[CH2:12][CH2:11]2)=[O:9])=[CH:4][CH:3]=1.C([O-])([O-])=O.[Cs+].[Cs+].[C:27]([C:29]1[CH:30]=[C:31]([OH:35])[CH:32]=[CH:33][CH:34]=1)#[N:28].[OH-].[Na+]. (3) Given the product [Br:1][C:2]1[CH:3]=[C:4]2[C:9](=[CH:10][CH:11]=1)[C:8](=[O:12])[N:7]([CH2:13][C:14]1[CH:15]=[CH:16][C:17]([O:20][CH3:21])=[CH:18][CH:19]=1)[CH:6]=[CH:5]2, predict the reactants needed to synthesize it. The reactants are: [Br:1][C:2]1[CH:3]=[C:4]2[C:9](=[CH:10][CH:11]=1)[C:8](=[O:12])[N:7]([CH2:13][C:14]1[CH:19]=[CH:18][C:17]([O:20][CH3:21])=[CH:16][CH:15]=1)[C:6](=O)[CH2:5]2.[BH4-].[Na+].Cl. (4) Given the product [F:8][C:6]1[CH:5]=[C:4]([C@@H:9]2[CH2:14][CH2:13][N:12]([C:41]([O:43][C:44]([CH3:47])([CH3:46])[CH3:45])=[O:42])[CH2:11][C@H:10]2[C:15]2[CH:20]=[CH:19][C:18]([C:21]3[CH:26]=[CH:25][CH:24]=[CH:23][C:22]=3[CH2:27][CH2:28][CH2:29][OH:30])=[CH:17][C:16]=2[CH3:31])[CH:3]=[C:2]([F:1])[CH:7]=1, predict the reactants needed to synthesize it. The reactants are: [F:1][C:2]1[CH:3]=[C:4]([C@@H:9]2[CH2:14][CH2:13][NH:12][CH2:11][C@H:10]2[C:15]2[CH:20]=[CH:19][C:18]([C:21]3[CH:26]=[CH:25][CH:24]=[CH:23][C:22]=3[CH2:27][CH2:28][CH2:29][OH:30])=[CH:17][C:16]=2[CH3:31])[CH:5]=[C:6]([F:8])[CH:7]=1.CCN(C(C)C)C(C)C.[C:41](O[C:41]([O:43][C:44]([CH3:47])([CH3:46])[CH3:45])=[O:42])([O:43][C:44]([CH3:47])([CH3:46])[CH3:45])=[O:42]. (5) Given the product [N:31]([CH2:6][CH2:7][CH2:8][C@@:9]1([C:24]2[CH:29]=[CH:28][C:27]([F:30])=[CH:26][CH:25]=2)[O:14][C:13](=[O:15])[N:12]([C@H:16]([CH:18]2[CH2:23][CH2:22][CH2:21][CH2:20][CH2:19]2)[CH3:17])[CH2:11][CH2:10]1)=[N+:32]=[N-:33], predict the reactants needed to synthesize it. The reactants are: CS(O[CH2:6][CH2:7][CH2:8][C@@:9]1([C:24]2[CH:29]=[CH:28][C:27]([F:30])=[CH:26][CH:25]=2)[O:14][C:13](=[O:15])[N:12]([C@H:16]([CH:18]2[CH2:23][CH2:22][CH2:21][CH2:20][CH2:19]2)[CH3:17])[CH2:11][CH2:10]1)(=O)=O.[N-:31]=[N+:32]=[N-:33].[Na+]. (6) Given the product [C:1]([O:5][C:6](=[O:18])[NH:7][C:8]1[CH:13]=[CH:12][C:11]([C:25]2[CH:24]=[CH:23][C:22]([O:21][C:20]([F:19])([F:31])[F:32])=[CH:27][CH:26]=2)=[CH:10][C:9]=1[N+:15]([O-:17])=[O:16])([CH3:4])([CH3:3])[CH3:2], predict the reactants needed to synthesize it. The reactants are: [C:1]([O:5][C:6](=[O:18])[NH:7][C:8]1[CH:13]=[CH:12][C:11](I)=[CH:10][C:9]=1[N+:15]([O-:17])=[O:16])([CH3:4])([CH3:3])[CH3:2].[F:19][C:20]([F:32])([F:31])[O:21][C:22]1[CH:27]=[CH:26][C:25](B(O)O)=[CH:24][CH:23]=1.